From a dataset of Catalyst prediction with 721,799 reactions and 888 catalyst types from USPTO. Predict which catalyst facilitates the given reaction. The catalyst class is: 182. Reactant: [NH2:1][C:2]1[C:7]([C:8]([OH:11])([CH3:10])[CH3:9])=[CH:6][CH:5]=[C:4]([CH2:12][CH2:13][CH2:14][CH2:15][CH2:16][N:17]2[CH2:22][CH2:21][N:20]([C:23]3[CH:28]=[CH:27][CH:26]=[C:25]([Cl:29])[C:24]=3[Cl:30])[CH2:19][CH2:18]2)[N:3]=1.CCN(CC)CC.[C:38](Cl)(Cl)=[O:39].CO. Product: [Cl:30][C:24]1[C:25]([Cl:29])=[CH:26][CH:27]=[CH:28][C:23]=1[N:20]1[CH2:19][CH2:18][N:17]([CH2:16][CH2:15][CH2:14][CH2:13][CH2:12][C:4]2[CH:5]=[CH:6][C:7]3[C:8]([CH3:10])([CH3:9])[O:11][C:38](=[O:39])[NH:1][C:2]=3[N:3]=2)[CH2:22][CH2:21]1.